Task: Regression/Classification. Given a drug SMILES string, predict its absorption, distribution, metabolism, or excretion properties. Task type varies by dataset: regression for continuous measurements (e.g., permeability, clearance, half-life) or binary classification for categorical outcomes (e.g., BBB penetration, CYP inhibition). Dataset: cyp2d6_veith.. Dataset: CYP2D6 inhibition data for predicting drug metabolism from PubChem BioAssay (1) The molecule is Cc1ccc(S(=O)(=O)N[C@H](CO)C(=O)O)cc1. The result is 0 (non-inhibitor). (2) The compound is CCOC(=O)c1ccccc1OCc1cc(/C=N/n2cnnc2)ccc1OC. The result is 0 (non-inhibitor). (3) The molecule is COc1cccc(C2CC(=O)C=C(NCCCN(C)C)C2)c1. The result is 0 (non-inhibitor). (4) The compound is O=C1N=C2SCCN2/C1=C\c1c(Cl)cccc1Cl. The result is 0 (non-inhibitor). (5) The molecule is COc1cc(CNC(=O)CCCC/C=C\C(C)C)ccc1O. The result is 0 (non-inhibitor). (6) The molecule is Cc1cc(C(F)(F)F)nc(SCC(=O)c2cccc([N+](=O)[O-])c2)n1. The result is 0 (non-inhibitor). (7) The compound is C[C@@]12CCC(=O)C=C1CC[C@H]1[C@@H]2[C@@H](O)C[C@]2(C)[C@@H]1CC[C@@]2(O)C(=O)CO. The result is 0 (non-inhibitor). (8) The molecule is O=c1cnc2cnc(Oc3ccccc3)nc2n1C1CC1. The result is 0 (non-inhibitor). (9) The molecule is O=C(Nc1ccccc1)OC[C@H](CN1CCCCC1)OC(=O)Nc1ccccc1. The result is 1 (inhibitor). (10) The result is 0 (non-inhibitor). The drug is N#CCCSC(=S)[C@H]1CCCC1=N.